From a dataset of Full USPTO retrosynthesis dataset with 1.9M reactions from patents (1976-2016). Predict the reactants needed to synthesize the given product. Given the product [Cl:20][C:21]1[CH:26]=[C:25]([C:9]2[N:8]([C:6]([O:5][C:1]([CH3:4])([CH3:3])[CH3:2])=[O:7])[C:16]3[C:11]([CH:10]=2)=[CH:12][CH:13]=[CH:14][CH:15]=3)[CH:24]=[CH:23][N:22]=1, predict the reactants needed to synthesize it. The reactants are: [C:1]([O:5][C:6]([N:8]1[C:16]2[C:11](=[CH:12][CH:13]=[CH:14][CH:15]=2)[CH:10]=[C:9]1B(O)O)=[O:7])([CH3:4])([CH3:3])[CH3:2].[Cl:20][C:21]1[CH:26]=[C:25](Br)[CH:24]=[CH:23][N:22]=1.O.